This data is from Reaction yield outcomes from USPTO patents with 853,638 reactions. The task is: Predict the reaction yield, written as a fraction of the theoretical maximum amount of product (1.0 means a 100% yield; for example, 0.34 means a 34% yield). (1) The product is [CH3:12][Si:2]([CH3:1])([CH3:11])[C:3]1[CH:4]=[C:5]([O:77][C:13](=[O:14])[N:20]([CH3:21])[CH2:24][C:23]2[CH:52]=[CH:53][C:48]([C:46]([NH:45][C:34]3[CH:35]=[C:36]([C:39]4[CH:44]=[CH:43][CH:42]=[CH:41][CH:40]=4)[CH:37]=[CH:38][C:33]=3[NH2:29])=[O:47])=[CH:49][CH:50]=2)[CH:6]=[N:7][CH:8]=1. The yield is 0.800. The reactants are [CH3:1][Si:2]([CH3:12])([CH3:11])[C:3]1[CH:4]=[C:5](CO)[CH:6]=[N:7][CH:8]=1.[C:13]([N:20]1[CH:24]=[CH:23]N=[CH:21]1)(N1C=CN=C1)=[O:14].CC([N:29]([C:33]1[CH:38]=[CH:37][C:36]([C:39]2[CH:44]=[CH:43][CH:42]=[CH:41][CH:40]=2)=[CH:35][C:34]=1[NH:45][C:46]([C:48]1[CH:53]=[CH:52]C(CN)=[CH:50][CH:49]=1)=[O:47])C(=O)[O-])(C)C.C1CCN2C(=NCCC2)CC1.C(N(CC)CC)C.C1C[O:77]CC1. The catalyst is CCOC(C)=O.O. (2) The reactants are [Cl:1][C:2]1[CH:3]=[CH:4][C:5]([OH:11])=[C:6]([C:8](=[O:10])[CH3:9])[CH:7]=1.C(=O)([O-])[O-].[K+].[K+].Br[CH2:19][C:20]([CH3:22])=[CH2:21]. The catalyst is CN(C)C=O.O. The product is [Cl:1][C:2]1[CH:3]=[CH:4][C:5]([O:11][CH2:21][C:20]([CH3:22])=[CH2:19])=[C:6]([C:8](=[O:10])[CH3:9])[CH:7]=1. The yield is 0.960.